From a dataset of Full USPTO retrosynthesis dataset with 1.9M reactions from patents (1976-2016). Predict the reactants needed to synthesize the given product. (1) Given the product [N:9]1([C:2]([Cl:8])=[O:1])[C:17]2[C:12](=[CH:13][CH:14]=[CH:15][CH:16]=2)[CH2:11][CH2:10]1, predict the reactants needed to synthesize it. The reactants are: [O:1]=[C:2]([Cl:8])OC(Cl)(Cl)Cl.[NH:9]1[C:17]2[C:12](=[CH:13][CH:14]=[CH:15][CH:16]=2)[CH2:11][CH2:10]1.C(N(CC)CC)C. (2) Given the product [CH3:30][O:29][C:28]([NH:27][CH:23]([CH:24]([CH3:26])[CH3:25])[C:21]([N:17]1[CH2:18][CH2:19][CH2:20][C@H:16]1[C:14]1[NH:13][CH:12]=[C:11]([C:9]#[C:8][C:5]2[S:4][C:3]([C:1]#[C:2][C:11]3[N:15]=[C:14]([C@@H:16]4[CH2:20][CH2:19][CH2:18][N:17]4[C:21]([C@@H:23]([NH:27][C:28](=[O:31])[O:29][CH3:30])[CH:24]([CH3:26])[CH3:25])=[O:22])[NH:13][CH:12]=3)=[CH:7][CH:6]=2)[N:15]=1)=[O:22])=[O:31], predict the reactants needed to synthesize it. The reactants are: [C:1]([C:3]1[S:4][C:5]([C:8]#[CH:9])=[CH:6][CH:7]=1)#[CH:2].I[C:11]1[NH:15][C:14]([C@@H:16]2[CH2:20][CH2:19][CH2:18][N:17]2[C:21]([C@@H:23]([NH:27][C:28](=[O:31])[O:29][CH3:30])[CH:24]([CH3:26])[CH3:25])=[O:22])=[N:13][CH:12]=1. (3) Given the product [F:1][C@H:2]1[CH2:6][NH:5][C@H:4]([C:14]([NH:15][CH2:16][C:17]2[N:18]=[CH:19][N:20]=[C:21]([C:23]3[CH:24]=[N:25][C:26]([C:29]([F:32])([F:31])[F:30])=[N:27][CH:28]=3)[CH:22]=2)=[O:33])[CH2:3]1, predict the reactants needed to synthesize it. The reactants are: [F:1][C@H:2]1[CH2:6][N:5](C(OC(C)(C)C)=O)[C@H:4]([C:14](=[O:33])[NH:15][CH2:16][C:17]2[CH:22]=[C:21]([C:23]3[CH:24]=[N:25][C:26]([C:29]([F:32])([F:31])[F:30])=[N:27][CH:28]=3)[N:20]=[CH:19][N:18]=2)[CH2:3]1.Cl. (4) Given the product [Cl:15][CH2:14][CH2:13][CH2:12][CH2:11][N:1]1[C:5]2[CH:6]=[CH:7][CH:8]=[CH:9][C:4]=2[N:3]=[N:2]1, predict the reactants needed to synthesize it. The reactants are: [NH:1]1[C:5]2[CH:6]=[CH:7][CH:8]=[CH:9][C:4]=2[N:3]=[N:2]1.Br[CH2:11][CH2:12][CH2:13][CH2:14][Cl:15]. (5) Given the product [Cl:1][C:2]1[CH:7]=[CH:6][C:5]([C:8]2[NH:12][C:11](=[O:16])[N:10]([CH2:17][C:18]([NH:20][C:21]([CH3:33])([C:23]3[CH:28]=[CH:27][CH:26]=[C:25]([C:29]([F:30])([F:31])[F:32])[CH:24]=3)[CH3:22])=[O:19])[N:9]=2)=[CH:4][CH:3]=1, predict the reactants needed to synthesize it. The reactants are: [Cl:1][C:2]1[CH:7]=[CH:6][C:5]([C:8]2[N:12](CC=C)[C:11](=[O:16])[N:10]([CH2:17][C:18]([NH:20][C:21]([CH3:33])([C:23]3[CH:28]=[CH:27][CH:26]=[C:25]([C:29]([F:32])([F:31])[F:30])[CH:24]=3)[CH3:22])=[O:19])[N:9]=2)=[CH:4][CH:3]=1.C(N(CC)CC)C.C(O)=O. (6) Given the product [Cl:1][C:2]1[CH:27]=[CH:26][CH:25]=[CH:24][C:3]=1[CH2:4][C:5]1[C:12](=[O:13])[N:8]2[CH2:9][CH2:10][CH2:11][N:7]2[C:6]=1[C:14]1[CH:19]=[CH:18][N:17]=[C:16]([NH:36][CH:33]2[CH2:32][CH2:31][O:30][CH2:29][CH2:34]2)[N:15]=1, predict the reactants needed to synthesize it. The reactants are: [Cl:1][C:2]1[CH:27]=[CH:26][CH:25]=[CH:24][C:3]=1[CH2:4][C:5]1[C:12](=[O:13])[N:8]2[CH2:9][CH2:10][CH2:11][N:7]2[C:6]=1[C:14]1[CH:19]=[CH:18][N:17]=[C:16](S(C)(=O)=O)[N:15]=1.N[CH:29]1[CH2:34][CH2:33][CH2:32][CH2:31][O:30]1.C[N:36]1C(=O)CCC1. (7) The reactants are: C(O[C:4]([C:6]1[CH:11]=[CH:10][C:9]([CH2:12][CH2:13][N:14]=[N+:15]=[N-:16])=[CH:8][CH:7]=1)=[NH:5])C.CO[CH:19](OC)[CH2:20][NH2:21].CC(O)=O.C([O-])([O-])=O.[K+].[K+]. Given the product [N:14]([CH2:13][CH2:12][C:9]1[CH:8]=[CH:7][C:6]([C:4]2[NH:5][CH:19]=[CH:20][N:21]=2)=[CH:11][CH:10]=1)=[N+:15]=[N-:16], predict the reactants needed to synthesize it. (8) Given the product [CH2:1]([N:8]1[CH2:9][CH2:10][C:11]([CH2:21][O:22][CH3:26])([NH:14][C:15]2[CH:16]=[CH:17][CH:18]=[CH:19][CH:20]=2)[CH2:12][CH2:13]1)[C:2]1[CH:3]=[CH:4][CH:5]=[CH:6][CH:7]=1, predict the reactants needed to synthesize it. The reactants are: [CH2:1]([N:8]1[CH2:13][CH2:12][C:11]([CH2:21][OH:22])([NH:14][C:15]2[CH:20]=[CH:19][CH:18]=[CH:17][CH:16]=2)[CH2:10][CH2:9]1)[C:2]1[CH:7]=[CH:6][CH:5]=[CH:4][CH:3]=1.[H-].[Na+].I[CH3:26].O.